Predict which catalyst facilitates the given reaction. From a dataset of Catalyst prediction with 721,799 reactions and 888 catalyst types from USPTO. (1) Reactant: Cl.[CH2:2]([O:9][C:10](=[O:16])[C@H:11]1[CH2:15][CH2:14][CH2:13][NH:12]1)[C:3]1[CH:8]=[CH:7][CH:6]=[CH:5][CH:4]=1.[C@H:17]1([C:26]([OH:28])=O)[CH2:22][CH2:21][C@H:20]([C:23]([OH:25])=O)[CH2:19][CH2:18]1. Product: [CH2:2]([O:9][C:10]([C@H:11]1[CH2:15][CH2:14][CH2:13][N:12]1[C:26]([C@H:17]1[CH2:18][CH2:19][C@H:20]([C:23]([N:12]2[CH2:13][CH2:14][CH2:15][C@@H:11]2[C:10]([O:9][CH2:2][C:3]2[CH:8]=[CH:7][CH:6]=[CH:5][CH:4]=2)=[O:16])=[O:25])[CH2:21][CH2:22]1)=[O:28])=[O:16])[C:3]1[CH:4]=[CH:5][CH:6]=[CH:7][CH:8]=1. The catalyst class is: 25. (2) Reactant: C([Li])CCC.CCCCCC.[CH3:12][S:13]([C:16]1[N:17]=[CH:18][N:19]2[CH:23]=[CH:22][S:21][C:20]=12)(=[O:15])=[O:14].[CH2:24]([Sn:28](Cl)([CH2:33][CH2:34][CH2:35][CH3:36])[CH2:29][CH2:30][CH2:31][CH3:32])[CH2:25][CH2:26][CH3:27].[Cl-].[NH4+]. Product: [CH3:12][S:13]([C:16]1[N:17]=[CH:18][N:19]2[CH:23]=[C:22]([Sn:28]([CH2:29][CH2:30][CH2:31][CH3:32])([CH2:33][CH2:34][CH2:35][CH3:36])[CH2:24][CH2:25][CH2:26][CH3:27])[S:21][C:20]=12)(=[O:14])=[O:15]. The catalyst class is: 56.